Dataset: Forward reaction prediction with 1.9M reactions from USPTO patents (1976-2016). Task: Predict the product of the given reaction. (1) Given the reactants C([O:8][N:9]1[C:18](=[O:19])[C:17]2[C:12](=[CH:13][C:14]([N:21]3[CH2:25][CH2:24][CH2:23][CH2:22]3)=[C:15]([F:20])[CH:16]=2)[N:11]([CH2:26][CH3:27])[C:10]1=[O:28])C1C=CC=CC=1.[H][H], predict the reaction product. The product is: [CH2:26]([N:11]1[C:12]2[C:17](=[CH:16][C:15]([F:20])=[C:14]([N:21]3[CH2:25][CH2:24][CH2:23][CH2:22]3)[CH:13]=2)[C:18](=[O:19])[N:9]([OH:8])[C:10]1=[O:28])[CH3:27]. (2) The product is: [CH3:23][C:2]1[CH:7]=[N:6][CH:5]=[C:4]([N:8]2[CH:12]=[C:11]([C:13]#[C:14][C:15]3[CH:20]=[CH:19][N:18]=[C:17]([CH3:21])[CH:16]=3)[N:10]=[C:9]2[CH3:22])[N:3]=1. Given the reactants Cl[C:2]1[CH:7]=[N:6][CH:5]=[C:4]([N:8]2[CH:12]=[C:11]([C:13]#[C:14][C:15]3[CH:20]=[CH:19][N:18]=[C:17]([CH3:21])[CH:16]=3)[N:10]=[C:9]2[CH3:22])[N:3]=1.[CH3:23][Zn]C.C(=O)(O)[O-].[Na+], predict the reaction product. (3) Given the reactants Br[C:2]1[CH:24]=[C:23]2[C:5]([CH2:6][C:7]3([C:16]42[N:20]=[C:19]([NH2:21])[C:18](C)=[N:17]4)[CH2:12][CH2:11][CH:10]([CH:13]([F:15])[F:14])[CH2:9][CH2:8]3)=[CH:4][CH:3]=1.[Cl:25][C:26]1[CH:27]=[C:28](B(O)O)[CH:29]=[N:30][CH:31]=1.[CH3:35]C([PH+](C(C)(C)C)CCCS([O-])(=O)=O)(C)C.C([O-])([O-])=O.[K+].[K+], predict the reaction product. The product is: [Cl:25][C:26]1[CH:27]=[C:28]([C:2]2[CH:24]=[C:23]3[C:5]([CH2:6][C:7]4([C:16]53[N:20]=[C:19]([NH2:21])[CH:18]=[N:17]5)[CH2:12][CH:11]([CH3:35])[CH:10]([CH:13]([F:15])[F:14])[CH2:9][CH2:8]4)=[CH:4][CH:3]=2)[CH:29]=[N:30][CH:31]=1. (4) Given the reactants [C:1]1(=[O:13])[C:5]2[CH:6]=[C:7]3[N:12]([C:4]=2[CH2:3][NH:2]1)[CH2:11][CH2:10][CH2:9][CH2:8]3.Br[C:15]1[N:22]=[CH:21][CH:20]=[C:19]([Cl:23])[C:16]=1[CH:17]=[O:18].CC1(C)C2C(=C(P(C3C=CC=CC=3)C3C=CC=CC=3)C=CC=2)OC2C(P(C3C=CC=CC=3)C3C=CC=CC=3)=CC=CC1=2.C([O-])([O-])=O.[Cs+].[Cs+], predict the reaction product. The product is: [Cl:23][C:19]1[C:16]([CH:17]=[O:18])=[C:15]([N:2]2[CH2:3][C:4]3[N:12]4[C:7]([CH2:8][CH2:9][CH2:10][CH2:11]4)=[CH:6][C:5]=3[C:1]2=[O:13])[N:22]=[CH:21][CH:20]=1.